From a dataset of TCR-epitope binding with 47,182 pairs between 192 epitopes and 23,139 TCRs. Binary Classification. Given a T-cell receptor sequence (or CDR3 region) and an epitope sequence, predict whether binding occurs between them. The epitope is FLPRVFSAV. The TCR CDR3 sequence is CASSLGGGTRFEQYF. Result: 1 (the TCR binds to the epitope).